From a dataset of Forward reaction prediction with 1.9M reactions from USPTO patents (1976-2016). Predict the product of the given reaction. (1) Given the reactants [C:1]([O:5][C:6](=[O:28])[CH2:7][CH:8]([C:18]1[CH:19]=[C:20]([CH:24]=[CH:25][C:26]=1[CH3:27])[C:21](O)=[O:22])[CH2:9][NH:10][C:11]([O:13][C:14]([CH3:17])([CH3:16])[CH3:15])=[O:12])([CH3:4])([CH3:3])[CH3:2].ON1C(=O)CCC1=O.C1(N=C=NC2CCCCC2)CCCCC1.Cl.[Cl:53][CH2:54][CH2:55][NH:56][CH2:57][CH2:58][Cl:59].C(N(CC)CC)C, predict the reaction product. The product is: [Cl:53][CH2:54][CH2:55][N:56]([CH2:57][CH2:58][Cl:59])[C:21]([C:20]1[CH:24]=[CH:25][C:26]([CH3:27])=[C:18]([CH:8]([CH2:9][NH:10][C:11]([O:13][C:14]([CH3:17])([CH3:16])[CH3:15])=[O:12])[CH2:7][C:6]([O:5][C:1]([CH3:2])([CH3:3])[CH3:4])=[O:28])[CH:19]=1)=[O:22]. (2) Given the reactants C(OC(=O)[NH:10][C:11]1[C:12](=[O:25])[N:13]([CH2:21][CH2:22][CH2:23][CH3:24])[C:14]2[CH2:15][CH2:16][CH2:17][CH2:18][C:19]=2[CH:20]=1)C1C=CC=CC=1.[C:27]([OH:30])(=[O:29])[CH3:28], predict the reaction product. The product is: [C:27]([OH:30])(=[O:29])[CH3:28].[NH2:10][C:11]1[C:12](=[O:25])[N:13]([CH2:21][CH2:22][CH2:23][CH3:24])[C:14]2[CH2:15][CH2:16][CH2:17][CH2:18][C:19]=2[CH:20]=1. (3) Given the reactants [NH2:1][C:2]1[S:3][C:4]2[CH:10]=[C:9]([O:11][C:12]3[CH:13]=[C:14]([NH:19][C:20](=[O:33])[C:21]4[CH:26]=[CH:25][CH:24]=[C:23]([C:27]([C:30]#[N:31])([CH3:29])[CH3:28])[C:22]=4[Cl:32])[CH:15]=[CH:16][C:17]=3[F:18])[CH:8]=[CH:7][C:5]=2[N:6]=1.[CH:34]1([C:37](Cl)=[O:38])[CH2:36][CH2:35]1.N1C=CC=CC=1.O, predict the reaction product. The product is: [Cl:32][C:22]1[C:23]([C:27]([C:30]#[N:31])([CH3:29])[CH3:28])=[CH:24][CH:25]=[CH:26][C:21]=1[C:20]([NH:19][C:14]1[CH:15]=[CH:16][C:17]([F:18])=[C:12]([O:11][C:9]2[CH:8]=[CH:7][C:5]3[N:6]=[C:2]([NH:1][C:37]([CH:34]4[CH2:36][CH2:35]4)=[O:38])[S:3][C:4]=3[CH:10]=2)[CH:13]=1)=[O:33]. (4) Given the reactants [NH2:1][CH:2]1[N:8]=[C:7]([C:9]2[CH:16]=[CH:15][C:12]([C:13]#[N:14])=[CH:11][CH:10]=2)[C:6]2[CH:17]=[CH:18][CH:19]=[CH:20][C:5]=2[C:4]2[C:21]([CH3:24])=[N:22][O:23][C:3]1=2.[C:25](Cl)(=[O:29])[CH:26]([CH3:28])[CH3:27].C(N(CC)CC)C, predict the reaction product. The product is: [C:13]([C:12]1[CH:11]=[CH:10][C:9]([C:7]2[C:6]3[CH:17]=[CH:18][CH:19]=[CH:20][C:5]=3[C:4]3[C:21]([CH3:24])=[N:22][O:23][C:3]=3[CH:2]([NH:1][C:25](=[O:29])[CH:26]([CH3:28])[CH3:27])[N:8]=2)=[CH:16][CH:15]=1)#[N:14]. (5) Given the reactants [OH-].[Na+].C([O:6][C@H:7]([C@H:25]1[O:30][CH2:29][CH2:28][N:27]([C:31]2[CH:35]=[CH:34][N:33]([C:36]3[CH:41]=[CH:40][N:39]=[CH:38][CH:37]=3)[N:32]=2)[C:26]1=[O:42])[C:8]([NH:10][C:11]1[C:12]([C:22](=[O:24])[NH2:23])=[C:13]2[C:18](=[CH:19][CH:20]=1)[C:17]([NH2:21])=[N:16][CH:15]=[CH:14]2)=O)(=O)C, predict the reaction product. The product is: [NH2:21][C:17]1[C:18]2[CH:19]=[CH:20][C:11]3[NH:10][C:8]([C@H:7]([OH:6])[C@H:25]4[O:30][CH2:29][CH2:28][N:27]([C:31]5[CH:35]=[CH:34][N:33]([C:36]6[CH:37]=[CH:38][N:39]=[CH:40][CH:41]=6)[N:32]=5)[C:26]4=[O:42])=[N:23][C:22](=[O:24])[C:12]=3[C:13]=2[CH:14]=[CH:15][N:16]=1. (6) Given the reactants [S:1]1[C:5]2[CH:6]=[CH:7][CH:8]=[CH:9][C:4]=2[C:3](=[O:10])[NH:2]1.[CH3:11][CH:12]1[CH2:17][CH2:16][N:15]([C:18](Cl)=[O:19])[CH2:14][CH2:13]1, predict the reaction product. The product is: [CH3:11][CH:12]1[CH2:17][CH2:16][N:15]([C:18]([O:10][C:3]2[C:4]3[CH:9]=[CH:8][CH:7]=[CH:6][C:5]=3[S:1][N:2]=2)=[O:19])[CH2:14][CH2:13]1. (7) Given the reactants [OH:1][CH2:2][C:3]1[S:11][C:10]2[CH2:9][CH2:8][N:7]([C:12]([O:14][C:15]([CH3:18])([CH3:17])[CH3:16])=[O:13])[CH2:6][C:5]=2[CH:4]=1, predict the reaction product. The product is: [CH:2]([C:3]1[S:11][C:10]2[CH2:9][CH2:8][N:7]([C:12]([O:14][C:15]([CH3:18])([CH3:17])[CH3:16])=[O:13])[CH2:6][C:5]=2[CH:4]=1)=[O:1]. (8) Given the reactants Cl[C:2]([O:4][CH2:5][C:6]1[CH:11]=[CH:10][CH:9]=[CH:8][CH:7]=1)=[O:3].[CH3:12][O:13][C:14]1[CH:15]=[C:16]2[C:21](=[CH:22][CH:23]=1)[C:20]([CH3:24])=[N:19][CH2:18][CH2:17]2.C(N(CC)CC)C, predict the reaction product. The product is: [CH2:5]([O:4][C:2]([N:19]1[CH2:18][CH2:17][C:16]2[C:21](=[CH:22][CH:23]=[C:14]([O:13][CH3:12])[CH:15]=2)[C:20]1=[CH2:24])=[O:3])[C:6]1[CH:11]=[CH:10][CH:9]=[CH:8][CH:7]=1.